From a dataset of Forward reaction prediction with 1.9M reactions from USPTO patents (1976-2016). Predict the product of the given reaction. (1) Given the reactants [CH2:1]([OH:5])[CH2:2][CH2:3][CH3:4].[O:6]=[P:7](Cl)([Cl:9])[Cl:8], predict the reaction product. The product is: [P:7]([Cl:9])([Cl:8])([O:5][CH2:1][CH2:2][CH2:3][CH3:4])=[O:6]. (2) Given the reactants [CH3:1][S:2]([C:5]1[CH:10]=[CH:9][C:8]([CH2:11][C:12]([OH:14])=[O:13])=[CH:7][CH:6]=1)(=[O:4])=[O:3].S(=O)(=O)(O)O.[CH3:20]O, predict the reaction product. The product is: [CH3:20][O:13][C:12](=[O:14])[CH2:11][C:8]1[CH:7]=[CH:6][C:5]([S:2]([CH3:1])(=[O:3])=[O:4])=[CH:10][CH:9]=1. (3) The product is: [ClH:26].[ClH:26].[CH:17]([O:16][CH2:15][CH:2]([NH2:1])[CH2:3][NH2:4])([CH3:19])[CH3:18]. Given the reactants [NH2:1][CH:2]([CH2:15][O:16][CH:17]([CH3:19])[CH3:18])[CH2:3][NH:4]C(=O)OCC1C=CC=CC=1.C1CCCCC=1.[ClH:26], predict the reaction product. (4) Given the reactants ClC1C=CC=[C:4]([C:8]([O:10]O)=O)[CH:3]=1.C(O[C:16]1[CH:21]=[CH:20][C:19]([C:22]2[CH:27]=[CH:26][C:25]([C:28]#[N:29])=[CH:24][CH:23]=2)=[CH:18][CH:17]=1)C=C, predict the reaction product. The product is: [C:28]([C:25]1[CH:24]=[CH:23][C:22]([C:19]2[CH:18]=[CH:17][C:16]([CH2:3][CH:4]3[O:10][CH2:8]3)=[CH:21][CH:20]=2)=[CH:27][CH:26]=1)#[N:29].